From a dataset of Reaction yield outcomes from USPTO patents with 853,638 reactions. Predict the reaction yield, written as a fraction of the theoretical maximum amount of product (1.0 means a 100% yield; for example, 0.34 means a 34% yield). (1) The reactants are Br[C:2]1[CH:11]=[C:10]2[C:5]([CH:6]=[CH:7][N:8]=[C:9]2[N:12]2[CH2:17][CH2:16][N:15]([C:18]([O:20][C:21]([CH3:24])([CH3:23])[CH3:22])=[O:19])[CH2:14][CH2:13]2)=[CH:4][CH:3]=1.[C:25]([C:29]1[CH:34]=[CH:33][CH:32]=[CH:31][C:30]=1[SH:35])([CH3:28])([CH3:27])[CH3:26]. The catalyst is CCCCO.C1C=CC([P]([Pd]([P](C2C=CC=CC=2)(C2C=CC=CC=2)C2C=CC=CC=2)([P](C2C=CC=CC=2)(C2C=CC=CC=2)C2C=CC=CC=2)[P](C2C=CC=CC=2)(C2C=CC=CC=2)C2C=CC=CC=2)(C2C=CC=CC=2)C2C=CC=CC=2)=CC=1. The product is [C:21]([O:20][C:18]([N:15]1[CH2:16][CH2:17][N:12]([C:9]2[C:10]3[C:5](=[CH:4][CH:3]=[C:2]([S:35][C:30]4[CH:31]=[CH:32][CH:33]=[CH:34][C:29]=4[C:25]([CH3:28])([CH3:27])[CH3:26])[CH:11]=3)[CH:6]=[CH:7][N:8]=2)[CH2:13][CH2:14]1)=[O:19])([CH3:24])([CH3:23])[CH3:22]. The yield is 0.710. (2) The reactants are Br[C:2]1[CH:11]=[C:10]2[C:5]([N:6]=[CH:7][CH:8]=[N:9]2)=[C:4]([C:12]([NH:14][CH2:15][C:16]([O:18][CH2:19][CH3:20])=[O:17])=[O:13])[C:3]=1[OH:21].C([Sn](CCCC)(CCCC)[C:27]1[S:28][C:29]2[CH:35]=[CH:34][CH:33]=[CH:32][C:30]=2[N:31]=1)CCC. The catalyst is O1CCOCC1.C1C=CC([P]([Pd]([P](C2C=CC=CC=2)(C2C=CC=CC=2)C2C=CC=CC=2)([P](C2C=CC=CC=2)(C2C=CC=CC=2)C2C=CC=CC=2)[P](C2C=CC=CC=2)(C2C=CC=CC=2)C2C=CC=CC=2)(C2C=CC=CC=2)C2C=CC=CC=2)=CC=1. The product is [S:28]1[C:29]2[CH:35]=[CH:34][CH:33]=[CH:32][C:30]=2[N:31]=[C:27]1[C:2]1[CH:11]=[C:10]2[C:5]([N:6]=[CH:7][CH:8]=[N:9]2)=[C:4]([C:12]([NH:14][CH2:15][C:16]([O:18][CH2:19][CH3:20])=[O:17])=[O:13])[C:3]=1[OH:21]. The yield is 0.153. (3) The reactants are [NH2:1][C:2]1[N:6]([CH:7]([CH3:9])[CH3:8])[N:5]=[C:4]([C:10]2[CH:15]=[CH:14][CH:13]=[C:12]([N+:16]([O-:18])=[O:17])[CH:11]=2)[C:3]=1[C:19]#[N:20].S(=O)(=O)(O)[OH:22].[OH-].[Na+]. No catalyst specified. The product is [NH2:1][C:2]1[N:6]([CH:7]([CH3:9])[CH3:8])[N:5]=[C:4]([C:10]2[CH:15]=[CH:14][CH:13]=[C:12]([N+:16]([O-:18])=[O:17])[CH:11]=2)[C:3]=1[C:19]([NH2:20])=[O:22]. The yield is 0.850. (4) The reactants are [H-].[Na+].[C:3](=[O:8])([O:6][CH3:7])OC.[CH3:9][O:10][C:11]1[N:16]=[CH:15][C:14]([N:17]2[CH2:22][CH2:21][C:20](=[O:23])[CH2:19][CH2:18]2)=[CH:13][C:12]=1[CH3:24]. No catalyst specified. The product is [CH3:7][O:6][C:3]([CH:19]1[C:20](=[O:23])[CH2:21][CH2:22][N:17]([C:14]2[CH:15]=[N:16][C:11]([O:10][CH3:9])=[C:12]([CH3:24])[CH:13]=2)[CH2:18]1)=[O:8]. The yield is 0.770. (5) The catalyst is CC#N. The reactants are Cl.[NH2:2][CH2:3][C:4]1[CH:12]=[CH:11][CH:10]=[C:9]2[C:5]=1[C:6](=[O:22])[N:7]([CH:14]1[CH2:19][CH2:18][C:17](=[O:20])[NH:16][C:15]1=[O:21])[C:8]2=[O:13].N12CCCN=C1CCCCC2.[F:34][C:35]1[CH:36]=[C:37]([CH2:41][C:42](O)=[O:43])[CH:38]=[CH:39][CH:40]=1.Cl.CN(C)CCCN=C=NCC. The product is [O:21]=[C:15]1[CH:14]([N:7]2[C:6](=[O:22])[C:5]3[C:9](=[CH:10][CH:11]=[CH:12][C:4]=3[CH2:3][NH:2][C:42](=[O:43])[CH2:41][C:37]3[CH:38]=[CH:39][CH:40]=[C:35]([F:34])[CH:36]=3)[C:8]2=[O:13])[CH2:19][CH2:18][C:17](=[O:20])[NH:16]1. The yield is 0.690. (6) The reactants are [CH3:1][C:2]1[CH:3]=[C:4]([CH:7]=[CH:8][C:9]=1[N+:10]([O-:12])=[O:11])[CH2:5]Br.[P:13]([O:20]CC)([O:17][CH2:18][CH3:19])[O:14][CH2:15][CH3:16]. The catalyst is C(#N)C. The product is [CH2:15]([O:14][P:13]([CH2:5][C:4]1[CH:7]=[CH:8][C:9]([N+:10]([O-:12])=[O:11])=[C:2]([CH3:1])[CH:3]=1)(=[O:20])[O:17][CH2:18][CH3:19])[CH3:16]. The yield is 0.610.